From a dataset of Forward reaction prediction with 1.9M reactions from USPTO patents (1976-2016). Predict the product of the given reaction. (1) Given the reactants [C:1]([C:3]1[C:8]2[N:9]=[C:10]([C:12]([N:14]([CH3:16])[CH3:15])=[O:13])[O:11][C:7]=2[C:6](F)=[C:5]([C:18]2[CH:23]=[CH:22][CH:21]=[C:20]([F:24])[CH:19]=2)[C:4]=1[CH3:25])#[N:2].C(N(CC)CC)C.[CH3:33][N:34](C)[C@H:35]1[CH2:39][CH2:38][NH:37][CH2:36]1, predict the reaction product. The product is: [C:1]([C:3]1[C:8]2[N:9]=[C:10]([C:12]([N:14]([CH3:16])[CH3:15])=[O:13])[O:11][C:7]=2[C:6]([N:37]2[CH2:38][CH2:39][C@H:35]([NH:34][CH3:33])[CH2:36]2)=[C:5]([C:18]2[CH:23]=[CH:22][CH:21]=[C:20]([F:24])[CH:19]=2)[C:4]=1[CH3:25])#[N:2]. (2) Given the reactants [CH3:1][O:2][C:3]1[CH:4]=[C:5]([C:13]2[O:21][C:20]3[C:15](=[N:16][CH:17]=[CH:18][C:19]=3[C:22]3[CH:23]=[C:24]([CH:28]=[CH:29][CH:30]=3)[C:25]([OH:27])=O)[CH:14]=2)[CH:6]=[C:7]([O:11][CH3:12])[C:8]=1[O:9][CH3:10].[CH3:31][O:32][CH2:33][CH2:34][NH2:35], predict the reaction product. The product is: [CH3:31][O:32][CH2:33][CH2:34][NH:35][C:25](=[O:27])[C:24]1[CH:28]=[CH:29][CH:30]=[C:22]([C:19]2[CH:18]=[CH:17][N:16]=[C:15]3[CH:14]=[C:13]([C:5]4[CH:6]=[C:7]([O:11][CH3:12])[C:8]([O:9][CH3:10])=[C:3]([O:2][CH3:1])[CH:4]=4)[O:21][C:20]=23)[CH:23]=1. (3) Given the reactants [OH:1][CH:2]1[CH2:7][CH2:6][CH:5]([NH:8]C(=O)OC(C)(C)C)[CH2:4][CH2:3]1.[H-].[Na+].F[C:19]1[CH:24]=[CH:23][C:22]([S:25]([NH2:28])(=[O:27])=[O:26])=[CH:21][C:20]=1[N+:29]([O-:31])=[O:30].Cl, predict the reaction product. The product is: [NH2:8][C@H:5]1[CH2:4][CH2:3][C@H:2]([O:1][C:19]2[CH:24]=[CH:23][C:22]([S:25]([NH2:28])(=[O:27])=[O:26])=[CH:21][C:20]=2[N+:29]([O-:31])=[O:30])[CH2:7][CH2:6]1.